This data is from Reaction yield outcomes from USPTO patents with 853,638 reactions. The task is: Predict the reaction yield, written as a fraction of the theoretical maximum amount of product (1.0 means a 100% yield; for example, 0.34 means a 34% yield). The reactants are C([O:3][C:4](=[O:45])[CH:5]([C:10]1[CH:11]=[C:12]([C:35]2[CH:40]=[CH:39][C:38]([C:41]([F:44])([F:43])[F:42])=[CH:37][CH:36]=2)[CH:13]=[C:14]([CH:16]2[CH2:21][CH2:20][CH2:19][N:18]([S:22]([C:25]3[C:26]4[CH:27]=[CH:28][N:29]=[CH:30][C:31]=4[CH:32]=[CH:33][CH:34]=3)(=[O:24])=[O:23])[CH2:17]2)[CH:15]=1)[CH2:6][CH:7]([CH3:9])[CH3:8])C.[OH-].[K+]. The catalyst is CCO. The product is [CH:30]1[C:31]2[CH:32]=[CH:33][CH:34]=[C:25]([S:22]([N:18]3[CH2:19][CH2:20][CH2:21][CH:16]([C:14]4[CH:15]=[C:10]([CH:5]([CH2:6][CH:7]([CH3:9])[CH3:8])[C:4]([OH:45])=[O:3])[CH:11]=[C:12]([C:35]5[CH:40]=[CH:39][C:38]([C:41]([F:42])([F:43])[F:44])=[CH:37][CH:36]=5)[CH:13]=4)[CH2:17]3)(=[O:24])=[O:23])[C:26]=2[CH:27]=[CH:28][N:29]=1. The yield is 0.630.